Task: Predict the reaction yield, written as a fraction of the theoretical maximum amount of product (1.0 means a 100% yield; for example, 0.34 means a 34% yield).. Dataset: Reaction yield outcomes from USPTO patents with 853,638 reactions (1) The reactants are [Cl:1][C:2]1[CH:3]=[C:4]([C:8]2[C:17]3[C:12](=[CH:13][CH:14]=[N:15][CH:16]=3)[N:11]([CH3:18])[C:10](=[O:19])[CH:9]=2)[CH:5]=[CH:6][CH:7]=1.[CH2:20]([Br:23])[CH:21]=[CH2:22]. The catalyst is C(OCC)C. The product is [Br-:23].[CH2:22]([N+:15]1[CH:16]=[C:17]2[C:12](=[CH:13][CH:14]=1)[N:11]([CH3:18])[C:10](=[O:19])[CH:9]=[C:8]2[C:4]1[CH:5]=[CH:6][CH:7]=[C:2]([Cl:1])[CH:3]=1)[CH:21]=[CH2:20]. The yield is 0.970. (2) The reactants are [CH2:10]1[CH2:15][CH2:14][CH:13](N=C=N[CH:10]2[CH2:15][CH2:14][CH2:13][CH2:12][CH2:11]2)[CH2:12][CH2:11]1.[F:16][C:17]([F:21])([F:20])[CH2:18][OH:19].[CH3:22][CH2:23][OH:24]. The catalyst is [OH-].[K+].C(Cl)Cl.CN(C1C=CN=CC=1)C. The product is [C:23]([O:19][CH2:18][C:17]([F:21])([F:20])[F:16])(=[O:24])[CH2:22][CH2:12][CH2:11][CH2:10][CH2:15][CH2:14][CH2:11][CH2:12][CH2:13][CH2:14][CH:15]=[CH2:10]. The yield is 0.470. (3) The reactants are P(Cl)(Cl)(Cl)(Cl)Cl.[CH3:7][O:8][CH:9](OC)[CH2:10][O:11]C.[CH3:15][N:16]([CH:18]=O)[CH3:17].C[O-].[Na+]. The catalyst is CO. The product is [CH3:15][N:16]([CH3:18])/[CH:17]=[C:9](\[O:8][CH3:7])/[CH:10]=[O:11]. The yield is 0.250. (4) The reactants are Cl[C:2]1[C:7]([N+:8]([O-])=O)=[CH:6][CH:5]=[CH:4][N:3]=1.Cl.[CH2:12]([O:14][C:15](=[O:18])[CH2:16][NH2:17])[CH3:13].C([O-])([O-])=O.[K+].[K+]. The catalyst is C1(C)C=CC=CC=1. The product is [CH2:12]([O:14][C:15](=[O:18])[CH2:16][NH:17][C:2]1[C:7]([NH2:8])=[CH:6][CH:5]=[CH:4][N:3]=1)[CH3:13]. The yield is 0.710. (5) The reactants are CC([O-])(C)C.[K+].CC1C=CC(S([CH2:17][N+:18]#[C-])(=O)=O)=CC=1.[F:20][C:21]1[CH:22]=[C:23]([CH:26]=[CH:27][C:28]=1[O:29][CH3:30])[CH:24]=O.CO. The catalyst is C1COCC1.O. The product is [F:20][C:21]1[CH:22]=[C:23]([CH2:24][C:17]#[N:18])[CH:26]=[CH:27][C:28]=1[O:29][CH3:30]. The yield is 0.580. (6) The reactants are [Br:1][C:2]1[C:11]2[C:6](=[CH:7][CH:8]=[CH:9][CH:10]=2)[CH:5]=[N:4][CH:3]=1.C1C=C(Cl)C=C(C(OO)=[O:20])C=1. The catalyst is C(Cl)(Cl)Cl. The product is [Br:1][C:2]1[C:11]2[C:6](=[CH:7][CH:8]=[CH:9][CH:10]=2)[CH:5]=[N+:4]([O-:20])[CH:3]=1. The yield is 0.940. (7) The reactants are [CH3:1][N:2]1[CH:6]=[C:5]([NH2:7])[CH:4]=[N:3]1.C(OC([NH:15][C:16]1[S:20][CH:19]=[N:18][C:17]=1[C:21](O)=[O:22])=O)(C)(C)C. No catalyst specified. The product is [NH2:15][C:16]1[S:20][CH:19]=[N:18][C:17]=1[C:21]([NH:7][C:5]1[CH:4]=[N:3][N:2]([CH3:1])[CH:6]=1)=[O:22]. The yield is 0.320. (8) The reactants are [OH:1][C:2]1[CH:7]=[CH:6][C:5]([CH2:8][C:9]([O:11]C)=[O:10])=[CH:4][CH:3]=1.C([O-])([O-])=O.[K+].[K+].[CH3:19][C:20]1([O:23][CH2:22]1)[CH3:21]. The catalyst is CN(C=O)C. The product is [OH:23][C:20]([CH3:22])([CH3:21])[CH2:19][O:1][C:2]1[CH:3]=[CH:4][C:5]([CH2:8][C:9]([OH:11])=[O:10])=[CH:6][CH:7]=1. The yield is 0.700. (9) The reactants are [CH:1]1([N:5]2[CH2:10][CH2:9][CH:8]([O:11][C:12]3[CH:13]=[C:14]4[C:19](=[CH:20][CH:21]=3)[N:18]([C:22]3[CH:27]=[CH:26][C:25]([F:28])=[CH:24][CH:23]=3)[C:17](=[O:29])[CH2:16][CH2:15]4)[CH2:7][CH2:6]2)[CH2:4][CH2:3][CH2:2]1.[ClH:30]. The catalyst is C(OCC)(=O)C.C(O)C. The product is [ClH:30].[CH:1]1([N:5]2[CH2:6][CH2:7][CH:8]([O:11][C:12]3[CH:13]=[C:14]4[C:19](=[CH:20][CH:21]=3)[N:18]([C:22]3[CH:27]=[CH:26][C:25]([F:28])=[CH:24][CH:23]=3)[C:17](=[O:29])[CH2:16][CH2:15]4)[CH2:9][CH2:10]2)[CH2:2][CH2:3][CH2:4]1. The yield is 0.950. (10) The reactants are I[C:2]1[CH:3]=[CH:4][C:5]2[N:6]([CH:8]=[C:9]([NH:11][C:12]([CH:14]3[CH2:16][CH2:15]3)=[O:13])[N:10]=2)[N:7]=1.[NH2:17][C:18]1[CH:19]=[CH:20][C:21]([O:25][CH3:26])=[C:22]([OH:24])[CH:23]=1.C(=O)([O-])[O-].[K+].[K+]. The catalyst is CN(C)C=O. The product is [NH2:17][C:18]1[CH:19]=[CH:20][C:21]([O:25][CH3:26])=[C:22]([CH:23]=1)[O:24][C:2]1[CH:3]=[CH:4][C:5]2[N:6]([CH:8]=[C:9]([NH:11][C:12]([CH:14]3[CH2:16][CH2:15]3)=[O:13])[N:10]=2)[N:7]=1. The yield is 0.360.